From a dataset of Full USPTO retrosynthesis dataset with 1.9M reactions from patents (1976-2016). Predict the reactants needed to synthesize the given product. Given the product [F:1][C:2]1[CH:7]=[CH:6][CH:5]=[CH:4][C:3]=1[N:8]1[C:16]2[C:11](=[C:12]([N:17]3[CH:21]=[CH:20][N:19]([CH2:22][C:23]([N:31]4[CH2:32][CH2:33][C@H:29]([F:28])[CH2:30]4)=[O:25])[C:18]3=[O:26])[CH:13]=[CH:14][CH:15]=2)[CH:10]=[N:9]1, predict the reactants needed to synthesize it. The reactants are: [F:1][C:2]1[CH:7]=[CH:6][CH:5]=[CH:4][C:3]=1[N:8]1[C:16]2[C:11](=[C:12]([N:17]3[CH:21]=[CH:20][N:19]([CH2:22][C:23]([OH:25])=O)[C:18]3=[O:26])[CH:13]=[CH:14][CH:15]=2)[CH:10]=[N:9]1.Cl.[F:28][C@H:29]1[CH2:33][CH2:32][NH:31][CH2:30]1.C(N(C(C)C)C(C)C)C.CN(C(ON1N=NC2C=CC=NC1=2)=[N+](C)C)C.F[P-](F)(F)(F)(F)F.